Dataset: Catalyst prediction with 721,799 reactions and 888 catalyst types from USPTO. Task: Predict which catalyst facilitates the given reaction. (1) Reactant: [F:1][C:2]1[CH:7]=[CH:6][CH:5]=[C:4]([N+:8]([O-])=O)[C:3]=1[OH:11].C([O-])=O.[NH4+]. Product: [NH2:8][C:4]1[CH:5]=[CH:6][CH:7]=[C:2]([F:1])[C:3]=1[OH:11]. The catalyst class is: 19. (2) Reactant: Br[C:2]1[CH:7]=[CH:6][C:5]([C:8]2([C:11]3[N:15]4[CH2:16][CH2:17][S:18][C:19]([CH2:22][O:23][Si:24]([C:27]([CH3:30])([CH3:29])[CH3:28])([CH3:26])[CH3:25])([CH3:21])[CH2:20][C:14]4=[N:13][N:12]=3)[CH2:10][CH2:9]2)=[CH:4][CH:3]=1.[CH2:31]([N:33]1[CH:37]=[C:36](B2OC(C)(C)C(C)(C)O2)[CH:35]=[N:34]1)[CH3:32].C(=O)([O-])[O-].[K+].[K+]. Product: [Si:24]([O:23][CH2:22][C:19]1([CH3:21])[S:18][CH2:17][CH2:16][N:15]2[C:11]([C:8]3([C:5]4[CH:6]=[CH:7][C:2]([C:36]5[CH:35]=[N:34][N:33]([CH2:31][CH3:32])[CH:37]=5)=[CH:3][CH:4]=4)[CH2:10][CH2:9]3)=[N:12][N:13]=[C:14]2[CH2:20]1)([C:27]([CH3:30])([CH3:29])[CH3:28])([CH3:26])[CH3:25]. The catalyst class is: 108. (3) Reactant: [OH:1][C:2]1[CH:11]=[CH:10][CH:9]=[C:8]2[C:3]=1[CH2:4][CH2:5][CH2:6][C:7]2=[O:12].[OH-].[Na+].[CH2:15](I)[CH3:16]. Product: [CH2:15]([O:1][C:2]1[CH:11]=[CH:10][CH:9]=[C:8]2[C:3]=1[CH2:4][CH2:5][CH2:6][C:7]2=[O:12])[CH3:16]. The catalyst class is: 361.